Dataset: Full USPTO retrosynthesis dataset with 1.9M reactions from patents (1976-2016). Task: Predict the reactants needed to synthesize the given product. Given the product [NH2:39][C:17]1[C:11]2[C:12]([C:13]([NH:15][CH3:16])=[O:14])=[C:8]([C:5]3[CH:6]=[CH:7][C:2]([F:1])=[CH:3][CH:4]=3)[O:9][C:10]=2[CH:20]=[CH:19][C:18]=1[C:21]1[CH:26]=[CH:25][CH:24]=[C:23]([C:27](=[O:38])[NH:28][C:29]([C:32]2[CH:33]=[CH:34][CH:35]=[CH:36][CH:37]=2)([CH3:31])[CH3:30])[CH:22]=1, predict the reactants needed to synthesize it. The reactants are: [F:1][C:2]1[CH:7]=[CH:6][C:5]([C:8]2[O:9][C:10]3[CH:20]=[CH:19][C:18]([C:21]4[CH:26]=[CH:25][CH:24]=[C:23]([C:27](=[O:38])[NH:28][C:29]([C:32]5[CH:37]=[CH:36][CH:35]=[CH:34][CH:33]=5)([CH3:31])[CH3:30])[CH:22]=4)=[C:17]([N+:39]([O-])=O)[C:11]=3[C:12]=2[C:13]([NH:15][CH3:16])=[O:14])=[CH:4][CH:3]=1.